From a dataset of KCNQ2 potassium channel screen with 302,405 compounds. Binary Classification. Given a drug SMILES string, predict its activity (active/inactive) in a high-throughput screening assay against a specified biological target. (1) The compound is S(c1n(c(nn1)c1c(cccc1)C)C)CC(=O)Nc1ccc(OC)cc1. The result is 0 (inactive). (2) The molecule is S(CCCNC(=O)c1ccc(NC(=O)C)cc1)c1ccccc1. The result is 0 (inactive). (3) The compound is S(CC(=O)N1CCN(CC1)c1c(OC)cccc1)c1[nH]c(c(Cc2ccccc2)c(=O)n1)C. The result is 1 (active). (4) The drug is s1cc(nc1NC(=O)CSCC(=O)Nc1sccn1)c1cc2OCOc2cc1. The result is 0 (inactive). (5) The molecule is O=C1N(CC(NC(=O)Nc2ccc(OCC)cc2)C1)c1ccc(OC)cc1. The result is 0 (inactive). (6) The compound is S(=O)(=O)(NNC(=O)c1sc(nc1C)C)c1ccccc1. The result is 0 (inactive). (7) The compound is Clc1ccc(C(=O)NN2C(CC(=O)NCCc3ccccc3)C(=O)N(C2=S)C)cc1. The result is 0 (inactive). (8) The compound is S(=O)(=O)(N1CC(CCC1)C(=O)NCCc1ccccc1)c1c2nonc2ccc1. The result is 0 (inactive). (9) The compound is FC(F)(F)c1n(c2c(n1)cccc2)CC(OCC(=O)c1c2c([nH]c1)cccc2)=O. The result is 0 (inactive).